Dataset: HIV replication inhibition screening data with 41,000+ compounds from the AIDS Antiviral Screen. Task: Binary Classification. Given a drug SMILES string, predict its activity (active/inactive) in a high-throughput screening assay against a specified biological target. (1) The drug is Cc1ccc(C(=O)O)c(O)c1. The result is 0 (inactive). (2) The compound is CC(=O)OC1CC(C)(C)C(=C=CC(C)=CC=CC=CC=C(C)C=C2C=C(C=CC34OC3(C)CC(O)CC4(C)C)C(=O)O2)C(C)(O)C1. The result is 0 (inactive). (3) The result is 0 (inactive). The compound is CC1C(=O)C(C)C(c2cccs2)N(N=O)C1c1cccs1. (4) The molecule is CCCCOC(=O)C(NC(C(=O)OCCCC)c1cc(C(C)(C)C)c(O)c(C(C)(C)C)c1)c1cc(C(C)(C)C)c(O)c(C(C)(C)C)c1. The result is 0 (inactive). (5) The molecule is CN1C(=O)CC2(C)c3cc(O)cc(Br)c3N(C)C12. The result is 0 (inactive). (6) The molecule is O=C(OCc1ccccc1)N1CCNCCN(C(=O)OCc2ccccc2)CCNCC1. The result is 0 (inactive). (7) The drug is CONc1ncnc2c1ncn2C1OC(CO)CC1F. The result is 0 (inactive).